Dataset: Full USPTO retrosynthesis dataset with 1.9M reactions from patents (1976-2016). Task: Predict the reactants needed to synthesize the given product. (1) Given the product [NH3:7].[C:20]1([CH:12]([NH2:26])[CH2:11][CH2:10][N:7]2[CH2:8][CH2:9][C:4](=[O:3])[CH2:5][CH2:6]2)[CH:25]=[CH:24][CH:23]=[CH:22][CH:21]=1, predict the reactants needed to synthesize it. The reactants are: C1O[C:4]2([CH2:9][CH2:8][N:7]([CH2:10][CH2:11][C:12]([NH2:26])([C:20]3[CH:25]=[CH:24][CH:23]=[CH:22][CH:21]=3)C(OC(C)(C)C)=O)[CH2:6][CH2:5]2)[O:3]C1.[OH-].[Na+]. (2) Given the product [ClH:1].[Cl:1][C:2]1[CH:7]=[C:6]([CH2:8][Cl:14])[CH:5]=[C:4]([O:10][CH3:11])[N:3]=1, predict the reactants needed to synthesize it. The reactants are: [Cl:1][C:2]1[CH:7]=[C:6]([CH2:8]O)[CH:5]=[C:4]([O:10][CH3:11])[N:3]=1.S(Cl)([Cl:14])=O. (3) Given the product [O:1]=[C:2]1[CH2:7][CH2:6][C:5]([NH:12][C:13]([C:15]2[C:24]([NH:25][C:26]([NH:28][C:29]3[C:30]([CH3:37])=[CH:31][C:32]([CH3:36])=[CH:33][C:34]=3[CH3:35])=[O:27])=[CH:23][C:22]3[C:17](=[CH:18][CH:19]=[CH:20][CH:21]=3)[CH:16]=2)=[O:14])([C:8]([OH:10])=[O:9])[CH2:4][CH2:3]1, predict the reactants needed to synthesize it. The reactants are: [O:1]=[C:2]1[CH2:7][CH2:6][C:5]([NH:12][C:13]([C:15]2[C:24]([NH:25][C:26]([NH:28][C:29]3[C:34]([CH3:35])=[CH:33][C:32]([CH3:36])=[CH:31][C:30]=3[CH3:37])=[O:27])=[CH:23][C:22]3[C:17](=[CH:18][CH:19]=[CH:20][CH:21]=3)[CH:16]=2)=[O:14])([C:8]([O:10]C)=[O:9])[CH2:4][CH2:3]1.Cl.